From a dataset of Reaction yield outcomes from USPTO patents with 853,638 reactions. Predict the reaction yield, written as a fraction of the theoretical maximum amount of product (1.0 means a 100% yield; for example, 0.34 means a 34% yield). The reactants are [Cl:1][C:2]1[C:11]([CH3:12])=[CH:10][C:9]([N+:13]([O-])=O)=[C:8]2[C:3]=1[CH:4]=[CH:5][CH:6]=[N:7]2.[Sn](Cl)Cl. The catalyst is Cl. The product is [Cl:1][C:2]1[C:11]([CH3:12])=[CH:10][C:9]([NH2:13])=[C:8]2[C:3]=1[CH:4]=[CH:5][CH:6]=[N:7]2. The yield is 0.620.